From a dataset of Reaction yield outcomes from USPTO patents with 853,638 reactions. Predict the reaction yield, written as a fraction of the theoretical maximum amount of product (1.0 means a 100% yield; for example, 0.34 means a 34% yield). (1) The reactants are [Br:1][C:2]1[CH:7]=[CH:6][CH:5]=[C:4]([Br:8])[N:3]=1.[Cl-].[Li+].CC1(C)CCCC(C)(C)N1[Mg][Cl:21].ClC(Cl)(Cl)C(Cl)(Cl)Cl.[Cl-].[NH4+]. The catalyst is C1COCC1.C(OCC)(=O)C. The product is [Br:1][C:2]1[CH:7]=[C:6]([Cl:21])[CH:5]=[C:4]([Br:8])[N:3]=1. The yield is 0.320. (2) The reactants are Cl[CH2:2][C:3]1[C:4]([S:9][CH2:10][CH2:11][CH3:12])=[N:5][CH:6]=[CH:7][CH:8]=1.C[O:14][C:15](=[O:28])[CH2:16][CH:17]1[CH2:19][CH:18]1[C:20]1[CH:25]=[CH:24][C:23]([OH:26])=[C:22]([F:27])[CH:21]=1. No catalyst specified. The product is [F:27][C:22]1[CH:21]=[C:20]([CH:18]2[CH2:19][CH:17]2[CH2:16][C:15]([OH:28])=[O:14])[CH:25]=[CH:24][C:23]=1[O:26][CH2:2][C:3]1[C:4]([S:9][CH2:10][CH2:11][CH3:12])=[N:5][CH:6]=[CH:7][CH:8]=1. The yield is 0.960. (3) The reactants are C[O:2][C:3](=O)[CH2:4][C:5]1[C:14]([Cl:15])=[CH:13][CH:12]=[C:11]2[C:6]=1[CH:7]=[C:8]([CH2:16][N:17]([CH3:19])[CH3:18])[CH:9]=[N:10]2.[NH3:21]. The catalyst is CO. The product is [Cl:15][C:14]1[C:5]([CH2:4][C:3]([NH2:21])=[O:2])=[C:6]2[C:11](=[CH:12][CH:13]=1)[N:10]=[CH:9][C:8]([CH2:16][N:17]([CH3:19])[CH3:18])=[CH:7]2. The yield is 0.940. (4) The product is [CH3:23][N:17]1[CH2:16][C:15]2[C:19](=[CH:20][CH:21]=[C:13]([C:11]3[S:12][C:8]([C:4]4[CH:3]=[C:2]([NH:1][S:32]([C:27]5[CH:28]=[CH:29][CH:30]=[CH:31][C:26]=5[C:25]([F:24])([F:36])[F:37])(=[O:34])=[O:33])[CH:7]=[N:6][CH:5]=4)=[CH:9][CH:10]=3)[CH:14]=2)[C:18]1=[O:22]. The yield is 0.670. The reactants are [NH2:1][C:2]1[CH:3]=[C:4]([C:8]2[S:12][C:11]([C:13]3[CH:14]=[C:15]4[C:19](=[CH:20][CH:21]=3)[C:18](=[O:22])[N:17]([CH3:23])[CH2:16]4)=[CH:10][CH:9]=2)[CH:5]=[N:6][CH:7]=1.[F:24][C:25]([F:37])([F:36])[C:26]1[CH:31]=[CH:30][CH:29]=[CH:28][C:27]=1[S:32](Cl)(=[O:34])=[O:33]. No catalyst specified.